From a dataset of Full USPTO retrosynthesis dataset with 1.9M reactions from patents (1976-2016). Predict the reactants needed to synthesize the given product. (1) Given the product [C:13]([C:12]1[CH:15]=[C:8]([C:6]2[CH:5]=[CH:4][N:3]=[C:2]([NH:18][C:19]3[CH:20]=[CH:21][C:22]([NH:25][C:26](=[O:32])[O:27][C:28]([CH3:30])([CH3:29])[CH3:31])=[CH:23][CH:24]=3)[N:7]=2)[CH:9]=[CH:10][C:11]=1[O:16][CH3:17])#[N:14], predict the reactants needed to synthesize it. The reactants are: Cl[C:2]1[N:7]=[C:6]([C:8]2[CH:9]=[CH:10][C:11]([O:16][CH3:17])=[C:12]([CH:15]=2)[C:13]#[N:14])[CH:5]=[CH:4][N:3]=1.[NH2:18][C:19]1[CH:24]=[CH:23][C:22]([NH:25][C:26](=[O:32])[O:27][C:28]([CH3:31])([CH3:30])[CH3:29])=[CH:21][CH:20]=1.C([O-])([O-])=O.[Cs+].[Cs+].C1C=CC(P(C2C(C3C(P(C4C=CC=CC=4)C4C=CC=CC=4)=CC=C4C=3C=CC=C4)=C3C(C=CC=C3)=CC=2)C2C=CC=CC=2)=CC=1. (2) Given the product [CH2:7]([O:9][C:10]1[CH:11]=[C:12]([NH:13][C:2]2[S:3][CH:4]=[CH:5][N:6]=2)[CH:14]=[CH:15][CH:16]=1)[CH3:8], predict the reactants needed to synthesize it. The reactants are: Br[C:2]1[S:3][CH:4]=[CH:5][N:6]=1.[CH2:7]([O:9][C:10]1[CH:11]=[C:12]([CH:14]=[CH:15][CH:16]=1)[NH2:13])[CH3:8].Cl.